Dataset: Catalyst prediction with 721,799 reactions and 888 catalyst types from USPTO. Task: Predict which catalyst facilitates the given reaction. (1) Reactant: Cl[C:2]1[CH:7]=[C:6]([O:8][CH:9]([C:14]2[CH:19]=[CH:18][CH:17]=[CH:16][C:15]=2[C:20]2[CH:24]=[C:23]([CH3:25])[S:22][CH:21]=2)[C:10]([F:13])([F:12])[F:11])[N:5]=[C:4]([NH2:26])[N:3]=1.B([C:30]1[CH:41]=[CH:40][C:33]([CH2:34][C@@H:35]([C:37]([OH:39])=[O:38])[NH2:36])=[CH:32][CH:31]=1)(O)O.C(#N)C.C(=O)([O-])[O-].[Na+].[Na+]. Product: [NH2:36][C@@H:35]([CH2:34][C:33]1[CH:40]=[CH:41][C:30]([C:2]2[CH:7]=[C:6]([O:8][CH:9]([C:14]3[CH:19]=[CH:18][CH:17]=[CH:16][C:15]=3[C:20]3[CH:24]=[C:23]([CH3:25])[S:22][CH:21]=3)[C:10]([F:13])([F:12])[F:11])[N:5]=[C:4]([NH2:26])[N:3]=2)=[CH:31][CH:32]=1)[C:37]([OH:39])=[O:38]. The catalyst class is: 189. (2) Reactant: [Cl:1][C:2]1[CH:7]=[CH:6][CH:5]=[CH:4][C:3]=1[C:8]1[N:9]([C:30]2[CH:35]=[CH:34][C:33]([Cl:36])=[CH:32][CH:31]=2)[C:10]2[C:15]([N:16]=1)=[C:14]([N:17]1[CH2:22][CH2:21][C:20]([C:24]3[CH:29]=[CH:28][CH:27]=[CH:26][CH:25]=3)([NH2:23])[CH2:19][CH2:18]1)[N:13]=[CH:12][N:11]=2.[C:37](OC(=O)C)(=[O:39])[CH3:38]. Product: [Cl:1][C:2]1[CH:7]=[CH:6][CH:5]=[CH:4][C:3]=1[C:8]1[N:9]([C:30]2[CH:31]=[CH:32][C:33]([Cl:36])=[CH:34][CH:35]=2)[C:10]2[C:15]([N:16]=1)=[C:14]([N:17]1[CH2:22][CH2:21][C:20]([NH:23][C:37](=[O:39])[CH3:38])([C:24]3[CH:29]=[CH:28][CH:27]=[CH:26][CH:25]=3)[CH2:19][CH2:18]1)[N:13]=[CH:12][N:11]=2. The catalyst class is: 17. (3) Reactant: FC(F)(F)C([N:5]1[CH2:14][CH2:13][C@@H:12]2[C@H:7]([O:8][CH2:9][CH2:10][N:11]2[C:15]([O:17][C:18]([CH3:21])([CH3:20])[CH3:19])=[O:16])[CH2:6]1)=O.C([O-])([O-])=O.[K+].[K+]. Product: [N:11]1([C:15]([O:17][C:18]([CH3:21])([CH3:20])[CH3:19])=[O:16])[CH2:10][CH2:9][O:8][CH:7]2[CH2:6][NH:5][CH2:14][CH2:13][CH:12]12. The catalyst class is: 24. (4) Reactant: [OH-].[Na+:2].[CH:3]1([P:9]([CH:26]2[CH2:31][CH2:30][CH2:29][CH2:28][CH2:27]2)[CH:10]2[CH2:15][CH2:14][CH:13]([C:16]3[CH:21]=[CH:20][C:19]([S:22]([OH:25])(=[O:24])=[O:23])=[CH:18][CH:17]=3)[CH2:12][CH2:11]2)[CH2:8][CH2:7][CH2:6][CH2:5][CH2:4]1.O. Product: [CH:26]1([P:9]([CH:3]2[CH2:4][CH2:5][CH2:6][CH2:7][CH2:8]2)[CH:10]2[CH2:11][CH2:12][CH:13]([C:16]3[CH:17]=[CH:18][C:19]([S:22]([O-:25])(=[O:24])=[O:23])=[CH:20][CH:21]=3)[CH2:14][CH2:15]2)[CH2:27][CH2:28][CH2:29][CH2:30][CH2:31]1.[Na+:2]. The catalyst class is: 5. (5) Reactant: [CH3:1][C:2]1[C:7]([CH3:8])=[CH:6][C:5]([CH3:9])=[CH:4][C:3]=1[OH:10].Br[CH2:12][C:13]([C:15]1[CH:20]=[CH:19][C:18]([CH3:21])=[CH:17][CH:16]=1)=[O:14]. Product: [CH3:21][C:18]1[CH:19]=[CH:20][C:15]([C:13](=[O:14])[CH2:12][O:10][C:3]2[CH:4]=[C:5]([CH3:9])[CH:6]=[C:7]([CH3:8])[C:2]=2[CH3:1])=[CH:16][CH:17]=1. The catalyst class is: 5. (6) Reactant: Cl[C:2]1[N:7]=[C:6]([C:8]2[CH:15]=[CH:14][C:11]([C:12]#[N:13])=[CH:10][CH:9]=2)[C:5]([Cl:16])=[CH:4][N:3]=1.[NH2:17][CH2:18][C@@H:19]1[CH2:23][CH2:22][N:21]([C:24]([O:26][C:27]([CH3:30])([CH3:29])[CH3:28])=[O:25])[CH2:20]1.CCN(C(C)C)C(C)C. Product: [Cl:16][C:5]1[C:6]([C:8]2[CH:15]=[CH:14][C:11]([C:12]#[N:13])=[CH:10][CH:9]=2)=[N:7][C:2]([NH:17][CH2:18][C@H:19]2[CH2:23][CH2:22][N:21]([C:24]([O:26][C:27]([CH3:30])([CH3:29])[CH3:28])=[O:25])[CH2:20]2)=[N:3][CH:4]=1. The catalyst class is: 8. (7) Reactant: [C:1]([O:7][CH2:8][N:9]1[C:13]2[N:14]=[N:15][CH:16]=[C:17]([C:18]3[CH:19]=[N:20][N:21]([CH:23]4[CH2:27][CH2:26][CH2:25][CH:24]4[CH:28]=[O:29])[CH:22]=3)[C:12]=2[CH:11]=[CH:10]1)(=[O:6])[C:2]([CH3:5])([CH3:4])[CH3:3].[BH4-].[Na+].CO. Product: [C:1]([O:7][CH2:8][N:9]1[C:13]2[N:14]=[N:15][CH:16]=[C:17]([C:18]3[CH:19]=[N:20][N:21]([CH:23]4[CH2:27][CH2:26][CH2:25][CH:24]4[CH2:28][OH:29])[CH:22]=3)[C:12]=2[CH:11]=[CH:10]1)(=[O:6])[C:2]([CH3:5])([CH3:4])[CH3:3]. The catalyst class is: 1.